From a dataset of Forward reaction prediction with 1.9M reactions from USPTO patents (1976-2016). Predict the product of the given reaction. (1) Given the reactants Br[C:2]1[C:3]2[N:4]([CH:9]=[CH:10][N:11]=2)[N:5]=[C:6]([Cl:8])[CH:7]=1.[CH3:12][N:13]1[CH2:18][CH2:17][N:16]([C:19]2[CH:20]=[CH:21][C:22]([NH2:25])=[N:23][CH:24]=2)[CH2:15][CH2:14]1.CC1(C)C2C(=C(P(C3C=CC=CC=3)C3C=CC=CC=3)C=CC=2)OC2C(P(C3C=CC=CC=3)C3C=CC=CC=3)=CC=CC1=2.C([O-])([O-])=O.[Cs+].[Cs+], predict the reaction product. The product is: [Cl:8][C:6]1[CH:7]=[C:2]([NH:25][C:22]2[CH:21]=[CH:20][C:19]([N:16]3[CH2:17][CH2:18][N:13]([CH3:12])[CH2:14][CH2:15]3)=[CH:24][N:23]=2)[C:3]2[N:4]([CH:9]=[CH:10][N:11]=2)[N:5]=1. (2) Given the reactants [N+:1]([C:4]1[CH:5]=[N:6][C:7]([NH:10][C:11]2[CH:16]=[CH:15][C:14]([S:17]([NH:20][CH2:21][CH2:22][N:23]3[CH2:27][CH2:26][CH2:25][CH2:24]3)(=[O:19])=[O:18])=[CH:13][CH:12]=2)=[N:8][CH:9]=1)([O-])=O, predict the reaction product. The product is: [NH2:1][C:4]1[CH:9]=[N:8][C:7]([NH:10][C:11]2[CH:16]=[CH:15][C:14]([S:17]([NH:20][CH2:21][CH2:22][N:23]3[CH2:27][CH2:26][CH2:25][CH2:24]3)(=[O:19])=[O:18])=[CH:13][CH:12]=2)=[N:6][CH:5]=1. (3) Given the reactants [CH2:1]([O:8][C:9]([N:11]1[CH2:16][CH:15]=[C:14]([C:17]2[CH:22]=[C:21]([CH2:23]O)[CH:20]=[CH:19][C:18]=2[C:25]([F:28])([F:27])[F:26])[CH2:13][CH2:12]1)=[O:10])[C:2]1[CH:7]=[CH:6][CH:5]=[CH:4][CH:3]=1.C(N(CC)CC)C.C1(P([N:50]=[N+:51]=[N-:52])(C2C=CC=CC=2)=O)C=CC=CC=1, predict the reaction product. The product is: [CH2:1]([O:8][C:9]([N:11]1[CH2:16][CH:15]=[C:14]([C:17]2[CH:22]=[C:21]([CH2:23][N:50]=[N+:51]=[N-:52])[CH:20]=[CH:19][C:18]=2[C:25]([F:28])([F:27])[F:26])[CH2:13][CH2:12]1)=[O:10])[C:2]1[CH:7]=[CH:6][CH:5]=[CH:4][CH:3]=1. (4) Given the reactants [CH3:1][C:2]1[CH:11]=[CH:10][C:5]2[O:6][CH2:7][CH2:8][O:9][C:4]=2[CH:3]=1.[N+:12]([O-])([OH:14])=[O:13], predict the reaction product. The product is: [CH3:1][C:2]1[C:11]([N+:12]([O-:14])=[O:13])=[CH:10][C:5]2[O:6][CH2:7][CH2:8][O:9][C:4]=2[CH:3]=1.